Dataset: Catalyst prediction with 721,799 reactions and 888 catalyst types from USPTO. Task: Predict which catalyst facilitates the given reaction. (1) Reactant: Cl[C:2]1[C:11]2[CH2:10][CH2:9][CH2:8][CH2:7][C:6]=2[C:5]2=[N:12][N:13]=[C:14]([NH2:15])[N:4]2[N:3]=1.[O-:16][CH2:17][CH3:18].[Na+]. Product: [CH2:17]([O:16][C:2]1[C:11]2[CH2:10][CH2:9][CH2:8][CH2:7][C:6]=2[C:5]2=[N:12][N:13]=[C:14]([NH2:15])[N:4]2[N:3]=1)[CH3:18]. The catalyst class is: 8. (2) Reactant: [Br:1][C:2]1[CH:3]=[C:4](C(O)=O)[S:5][CH:6]=1.C1(P(N=[N+]=[N-])(C2C=CC=CC=2)=[O:17])C=CC=CC=1.C([N:29]([CH2:32]C)CC)C.[CH3:34][C:35]([OH:38])([CH3:37])[CH3:36]. The catalyst class is: 25. Product: [Br:1][C:2]1[CH:3]=[C:4]([NH:29][C:32](=[O:17])[O:38][C:35]([CH3:37])([CH3:36])[CH3:34])[S:5][CH:6]=1.